This data is from Full USPTO retrosynthesis dataset with 1.9M reactions from patents (1976-2016). The task is: Predict the reactants needed to synthesize the given product. (1) Given the product [CH3:18][S:19]([O:17][CH:15]([CH:12]1[CH2:13][CH2:14][N:9]([C:7]2[O:6][N:5]=[C:4]([CH:2]([CH3:1])[CH3:3])[N:8]=2)[CH2:10][CH2:11]1)[CH3:16])(=[O:21])=[O:20], predict the reactants needed to synthesize it. The reactants are: [CH3:1][CH:2]([C:4]1[N:8]=[C:7]([N:9]2[CH2:14][CH2:13][CH:12]([CH:15]([OH:17])[CH3:16])[CH2:11][CH2:10]2)[O:6][N:5]=1)[CH3:3].[CH3:18][S:19](Cl)(=[O:21])=[O:20].CCN(CC)CC. (2) Given the product [CH:1]([C:5]1[CH:6]=[CH:7][C:8]([N:11]2[C:20](=[O:21])[C:19]3[C:14](=[CH:15][CH:16]=[CH:17][CH:18]=3)[N:13]=[C:12]2[C:22]2[CH:27]=[CH:26][C:25]([NH2:28])=[C:24]([NH2:31])[CH:23]=2)=[CH:9][CH:10]=1)([CH2:3][CH3:4])[CH3:2], predict the reactants needed to synthesize it. The reactants are: [CH:1]([C:5]1[CH:10]=[CH:9][C:8]([N:11]2[C:20](=[O:21])[C:19]3[C:14](=[CH:15][CH:16]=[CH:17][CH:18]=3)[N:13]=[C:12]2[C:22]2[CH:27]=[CH:26][C:25]([N+:28]([O-])=O)=[C:24]([N+:31]([O-])=O)[CH:23]=2)=[CH:7][CH:6]=1)([CH2:3][CH3:4])[CH3:2]. (3) Given the product [Cl:1][C:2]1[CH:28]=[CH:27][C:5]([CH2:6][N:7]2[C:15]3[C:10](=[CH:11][C:12]([CH:16]=[C:17]4[S:21][C:20]([N:37]5[CH2:38][CH2:39][CH2:40][C:35]([CH2:33][CH3:34])([OH:41])[CH2:36]5)=[N:19][C:18]4=[O:26])=[CH:13][CH:14]=3)[CH:9]=[N:8]2)=[C:4]([C:29]([F:31])([F:30])[F:32])[CH:3]=1, predict the reactants needed to synthesize it. The reactants are: [Cl:1][C:2]1[CH:28]=[CH:27][C:5]([CH2:6][N:7]2[C:15]3[C:10](=[CH:11][C:12]([CH:16]=[C:17]4[S:21][C:20](SCCC)=[N:19][C:18]4=[O:26])=[CH:13][CH:14]=3)[CH:9]=[N:8]2)=[C:4]([C:29]([F:32])([F:31])[F:30])[CH:3]=1.[CH2:33]([C:35]1([OH:41])[CH2:40][CH2:39][CH2:38][NH:37][CH2:36]1)[CH3:34]. (4) Given the product [F:21][CH:20]([F:22])[C:17]1[S:18][CH:19]=[C:15]([N:10]2[CH2:11][CH2:12][N:8]([C:3]3[CH:4]=[N:5][CH:6]=[CH:7][C:2]=3[CH3:1])[C:9]2=[O:13])[CH:16]=1, predict the reactants needed to synthesize it. The reactants are: [CH3:1][C:2]1[CH:7]=[CH:6][N:5]=[CH:4][C:3]=1[N:8]1[CH2:12][CH2:11][NH:10][C:9]1=[O:13].Br[C:15]1[CH:16]=[C:17]([CH:20]([F:22])[F:21])[S:18][CH:19]=1.N[C@@H]1CCCC[C@H]1N.P([O-])([O-])([O-])=O.[K+].[K+].[K+]. (5) Given the product [CH2:34]([N:32]1[CH:33]=[C:29]([C:26]2[CH:27]=[CH:28][C:23]([C:20]3([C:17]4[N:13]5[CH2:14][CH2:15][S:16][C:10]([CH2:9][OH:8])([CH3:36])[CH2:11][C:12]5=[N:19][N:18]=4)[CH2:22][CH2:21]3)=[CH:24][CH:25]=2)[CH:30]=[N:31]1)[CH3:35], predict the reactants needed to synthesize it. The reactants are: [Si]([O:8][CH2:9][C:10]1([CH3:36])[S:16][CH2:15][CH2:14][N:13]2[C:17]([C:20]3([C:23]4[CH:28]=[CH:27][C:26]([C:29]5[CH:30]=[N:31][N:32]([CH2:34][CH3:35])[CH:33]=5)=[CH:25][CH:24]=4)[CH2:22][CH2:21]3)=[N:18][N:19]=[C:12]2[CH2:11]1)(C(C)(C)C)(C)C.Cl. (6) Given the product [O:17]=[C:18]([OH:30])[C@@H:19]([C@H:21]([C@H:23]([C@@H:25]([C:27]([OH:29])=[O:28])[OH:26])[OH:24])[OH:22])[OH:20].[CH3:1][NH:2][CH2:3][CH2:4][CH2:5][O:6][C:7]1[CH:8]=[N:9][CH:10]=[C:11]([O:13][CH:14]([CH3:16])[CH3:15])[CH:12]=1, predict the reactants needed to synthesize it. The reactants are: [CH3:1][NH:2][CH2:3][CH2:4][CH2:5][O:6][C:7]1[CH:8]=[N:9][CH:10]=[C:11]([O:13][CH:14]([CH3:16])[CH3:15])[CH:12]=1.[O:17]=[C:18]([OH:30])[C@@H:19]([C@H:21]([C@H:23]([C@@H:25]([C:27]([OH:29])=[O:28])[OH:26])[OH:24])[OH:22])[OH:20].O.